From a dataset of Full USPTO retrosynthesis dataset with 1.9M reactions from patents (1976-2016). Predict the reactants needed to synthesize the given product. Given the product [N:1]1[C:10]2[C:5](=[CH:6][C:7]([CH:11]=[CH:19][CH:15]=[O:14])=[CH:8][CH:9]=2)[N:4]=[CH:3][CH:2]=1, predict the reactants needed to synthesize it. The reactants are: [N:1]1[C:10]2[C:5](=[CH:6][C:7]([CH:11]=O)=[CH:8][CH:9]=2)[N:4]=[CH:3][CH:2]=1.[Br-].[O:14]1CCO[CH:15]1[CH2:19][P+](C1C=CC=CC=1)(C1C=CC=CC=1)C1C=CC=CC=1.COCCOCCN(CCOCCOC)CCOCCOC.